From a dataset of Reaction yield outcomes from USPTO patents with 853,638 reactions. Predict the reaction yield, written as a fraction of the theoretical maximum amount of product (1.0 means a 100% yield; for example, 0.34 means a 34% yield). (1) The catalyst is C(O)C.[Fe]. The reactants are [Cl:1][C:2]1[C:3]([C:11]#[N:12])=[N:4][CH:5]=[C:6]([N+:8]([O-])=O)[CH:7]=1.[Cl-].[Ca+2].[Cl-]. The product is [NH2:8][C:6]1[CH:7]=[C:2]([Cl:1])[C:3]([C:11]#[N:12])=[N:4][CH:5]=1. The yield is 0.430. (2) The yield is 0.400. The catalyst is CCOC(C)=O. The reactants are [NH2:1][CH:2]([CH3:16])[CH:3]([NH:5][C:6](=[O:15])[O:7][CH2:8][C:9]1[CH:14]=[CH:13][CH:12]=[CH:11][CH:10]=1)[CH3:4].[OH:17][C:18]1[CH:26]=[CH:25][CH:24]=[CH:23][C:19]=1[C:20](O)=[O:21].N1C=CN=C1.C1CCC(N=C=NC2CCCCC2)CC1. The product is [OH:17][C:18]1[CH:26]=[CH:25][CH:24]=[CH:23][C:19]=1[C:20]([NH:1][CH:2]([CH3:16])[CH:3]([NH:5][C:6](=[O:15])[O:7][CH2:8][C:9]1[CH:14]=[CH:13][CH:12]=[CH:11][CH:10]=1)[CH3:4])=[O:21]. (3) The reactants are [Cl:1][C:2]1[CH:7]=[C:6]([Cl:8])[CH:5]=[CH:4][C:3]=1[C:9]1[N:10]=[C:11]([CH:14]([NH:23][C:24]([CH:26]2[CH2:31][CH2:30][CH:29]([CH2:32][CH3:33])[CH2:28][CH2:27]2)=[O:25])[CH2:15][C:16]2[CH:21]=[CH:20][C:19]([OH:22])=[CH:18][CH:17]=2)[NH:12][CH:13]=1.Br[CH2:35][C:36]#[C:37][CH3:38]. The catalyst is CCOCC. The product is [CH2:35]([N:12]1[CH:13]=[C:9]([C:3]2[CH:4]=[CH:5][C:6]([Cl:8])=[CH:7][C:2]=2[Cl:1])[N:10]=[C:11]1[C@@H:14]([NH:23][C:24]([C@H:26]1[CH2:27][CH2:28][C@H:29]([CH2:32][CH3:33])[CH2:30][CH2:31]1)=[O:25])[CH2:15][C:16]1[CH:21]=[CH:20][C:19]([OH:22])=[CH:18][CH:17]=1)[C:36]#[C:37][CH3:38]. The yield is 0.590.